Dataset: Forward reaction prediction with 1.9M reactions from USPTO patents (1976-2016). Task: Predict the product of the given reaction. Given the reactants [Cl:1][C:2]1[C:7]([C:8]([F:11])([F:10])[F:9])=[CH:6][CH:5]=[CH:4][C:3]=1[C:12]([N:14]1[CH2:19][CH2:18][C:17]2[C:20](I)=[N:21][NH:22][C:16]=2[CH2:15]1)=[O:13].ClC1C(C(F)(F)F)=CC=CC=1C([N:37]1CCC2C(I)=N[N:45]([CH:46]3[CH2:51]CCCO3)[C:39]=2[CH2:38]1)=O.C([Sn](CCCC)(CCCC)C1C=NC=CN=1)CCC.[Cl-].[Li+], predict the reaction product. The product is: [Cl:1][C:2]1[C:7]([C:8]([F:11])([F:10])[F:9])=[CH:6][CH:5]=[CH:4][C:3]=1[C:12]([N:14]1[CH2:19][CH2:18][C:17]2=[C:20]([C:39]3[CH:38]=[N:37][CH:51]=[CH:46][N:45]=3)[NH:21][N:22]=[C:16]2[CH2:15]1)=[O:13].